This data is from Catalyst prediction with 721,799 reactions and 888 catalyst types from USPTO. The task is: Predict which catalyst facilitates the given reaction. (1) Reactant: [C:1](O)(=O)[CH3:2].C=O.[CH3:7][NH:8][CH3:9].[F:10][C:11]1[CH:19]=[C:18]2[C:14](C=[CH:16][NH:17]2)=[CH:13][CH:12]=1. Product: [F:10][C:11]1[CH:19]=[C:18]2[C:14]([C:1]([CH2:2][N:8]([CH3:9])[CH3:7])=[CH:16][NH:17]2)=[CH:13][CH:12]=1. The catalyst class is: 6. (2) Product: [NH3:5].[CH3:11][OH:12].[C:1]([N:5]1[CH2:10][CH2:9][NH:8][C@@H:7]([C:18]([N:20]2[CH2:21][CH2:22][N:23]([C:39]([NH:38][C:34]3[CH:35]=[CH:36][CH:37]=[C:32]([O:31][C:27]([F:26])([F:48])[CH:28]([F:30])[F:29])[CH:33]=3)=[O:40])[CH2:24][CH2:25]2)=[O:19])[CH2:6]1)([CH3:4])([CH3:3])[CH3:2]. Reactant: [C:1]([N:5]1[CH2:10][CH2:9][N:8]([C:11](OC(C)(C)C)=[O:12])[C@@H:7]([C:18]([N:20]2[CH2:25][CH2:24][NH:23][CH2:22][CH2:21]2)=[O:19])[CH2:6]1)([CH3:4])([CH3:3])[CH3:2].[F:26][C:27]([F:48])([O:31][C:32]1[CH:33]=[C:34]([NH:38][C:39](=O)[O:40]C2C=CC=CC=2)[CH:35]=[CH:36][CH:37]=1)[CH:28]([F:30])[F:29]. The catalyst class is: 2. (3) Reactant: [CH:1]([O:4][C:5]1[CH:24]=[CH:23][C:8]([O:9][C:10]2[S:11][C:12]([C:15]3[S:19][C:18]([C:20](=[O:22])[CH3:21])=[CH:17][CH:16]=3)=[CH:13][N:14]=2)=[CH:7][CH:6]=1)([CH3:3])[CH3:2].CO.[BH4-].[Na+]. Product: [CH:1]([O:4][C:5]1[CH:24]=[CH:23][C:8]([O:9][C:10]2[S:11][C:12]([C:15]3[S:19][C:18]([CH:20]([OH:22])[CH3:21])=[CH:17][CH:16]=3)=[CH:13][N:14]=2)=[CH:7][CH:6]=1)([CH3:2])[CH3:3]. The catalyst class is: 7. (4) Reactant: [Cl:1][C:2]1[CH:7]=[CH:6][CH:5]=[C:4]([O:8]COC)[C:3]=1[C:12](=[O:14])[CH3:13].Cl. Product: [Cl:1][C:2]1[CH:7]=[CH:6][CH:5]=[C:4]([OH:8])[C:3]=1[C:12](=[O:14])[CH3:13]. The catalyst class is: 1. (5) Reactant: [CH:1]1([C:4]2[N:5]=[C:6]3[CH:11]=[CH:10][C:9]([N:12]4[CH:17]=[CH:16][C:15]([OH:18])=[CH:14][C:13]4=[O:19])=[CH:8][N:7]3[C:20]=2[CH3:21])[CH2:3][CH2:2]1.[S:22]1[CH:26]=[CH:25][C:24]([CH2:27]O)=[CH:23]1.C(P(CCCC)CCCC)CCC.N(C(N1CCCCC1)=O)=NC(N1CCCCC1)=O. Product: [CH:1]1([C:4]2[N:5]=[C:6]3[CH:11]=[CH:10][C:9]([N:12]4[CH:17]=[CH:16][C:15]([O:18][CH2:27][C:24]5[CH:25]=[CH:26][S:22][CH:23]=5)=[CH:14][C:13]4=[O:19])=[CH:8][N:7]3[C:20]=2[CH3:21])[CH2:3][CH2:2]1. The catalyst class is: 1.